Dataset: Reaction yield outcomes from USPTO patents with 853,638 reactions. Task: Predict the reaction yield, written as a fraction of the theoretical maximum amount of product (1.0 means a 100% yield; for example, 0.34 means a 34% yield). (1) The reactants are [F:1][C:2]1[CH:7]=[CH:6][C:5]([F:8])=[CH:4][C:3]=1[CH:9]1[CH2:13][CH2:12][CH2:11][N:10]1[C:14]1[CH:19]=[CH:18][N:17]2[N:20]=[CH:21][C:22](/[CH:23]=[CH:24]/[C:25]([OH:27])=O)=[C:16]2[N:15]=1.[CH3:28][O:29][CH2:30][CH2:31][NH2:32].CCN(C(C)C)C(C)C.CN(C(ON1N=NC2C=CC=NC1=2)=[N+](C)C)C.F[P-](F)(F)(F)(F)F. The catalyst is CN(C=O)C.O. The product is [F:1][C:2]1[CH:7]=[CH:6][C:5]([F:8])=[CH:4][C:3]=1[CH:9]1[CH2:13][CH2:12][CH2:11][N:10]1[C:14]1[CH:19]=[CH:18][N:17]2[N:20]=[CH:21][C:22](/[CH:23]=[CH:24]/[C:25]([NH:32][CH2:31][CH2:30][O:29][CH3:28])=[O:27])=[C:16]2[N:15]=1. The yield is 0.630. (2) The reactants are [C:1]([C:4]1[CH:12]=[CH:11][C:7]([C:8]([OH:10])=[O:9])=[CH:6][CH:5]=1)(=[S:3])[NH2:2].[CH3:13][CH2:14][C:15]([N:38]([CH3:40])[CH3:39])([C:32]1[CH:33]=[CH:34][CH:35]=[CH:36][CH:37]=1)[CH2:16][O:17][C:18]([C:20]1[CH:21]=[C:22]([O:30][CH3:31])[C:23]([O:28][CH3:29])=[C:24]([O:26][CH3:27])[CH:25]=1)=[O:19].O. The catalyst is C(O)C. The product is [C:1]([C:4]1[CH:12]=[CH:11][C:7]([C:8]([OH:10])=[O:9])=[CH:6][CH:5]=1)(=[S:3])[NH2:2].[CH3:40][N:38]([CH3:39])[C:15]([C:32]1[CH:37]=[CH:36][CH:35]=[CH:34][CH:33]=1)([CH2:14][CH3:13])[CH2:16][O:17][C:18](=[O:19])[C:20]1[CH:25]=[C:24]([O:26][CH3:27])[C:23]([O:28][CH3:29])=[C:22]([O:30][CH3:31])[CH:21]=1. The yield is 1.00. (3) The reactants are Cl.[CH3:2][O:3][C:4]1[CH:9]=[CH:8][C:7]([C:10]2[N:14]=[C:13]([CH:15]3[CH2:20][CH2:19][CH2:18][NH:17][CH2:16]3)[O:12][N:11]=2)=[CH:6][CH:5]=1.N1C=CC=CC=1.F[C:28]1[CH:36]=[CH:35][C:31]([C:32](Cl)=[O:33])=[CH:30][CH:29]=1. The yield is 0.660. The product is [CH3:2][O:3][C:4]1[CH:5]=[CH:6][C:7]([C:10]2[N:14]=[C:13]([CH:15]3[CH2:20][CH2:19][CH2:18][N:17]([C:32]([C:31]4[CH:35]=[CH:36][CH:28]=[CH:29][CH:30]=4)=[O:33])[CH2:16]3)[O:12][N:11]=2)=[CH:8][CH:9]=1. The catalyst is C1COCC1. (4) The reactants are [C:1]([O:5][C:6](=[O:24])[N:7](C)[CH:8]1CCN(C2C=CC([N+]([O-])=O)=CN=2)CC1)([CH3:4])([CH3:3])[CH3:2].[H][H]. The catalyst is C(OCC)(=O)C.[Pd]. The product is [C:1]([O:5][C:6](=[O:24])[NH:7][CH3:8])([CH3:4])([CH3:3])[CH3:2]. The yield is 0.980.